Dataset: Forward reaction prediction with 1.9M reactions from USPTO patents (1976-2016). Task: Predict the product of the given reaction. (1) Given the reactants [C:1](=[O:4])([OH:3])[NH2:2].FC(F)(F)S([C:10]1([OH:30])[C:23]2[O:24][C@@H:20]3[C@@:21]45[CH2:25][CH2:26][N:27]([CH3:28])[C@@H:15]([C@@H:16]4[CH:17]=[CH:18][C@@H:19]3[OH:29])[CH2:14][C:13]([C:22]5=2)=[CH:12][CH2:11]1)(=O)=O.C(N(CC)CC)C.B.OC(C(O)(C)C)(C)C, predict the reaction product. The product is: [C:1](=[O:3])([OH:4])[NH2:2].[CH:12]1[C:13]2[CH2:14][C@H:15]3[N:27]([CH2:26][CH2:25][C@@:21]45[C@H:16]3[CH:17]=[CH:18][C@H:19]([OH:29])[C@@H:20]4[O:24][C:23]([C:22]=25)=[C:10]([OH:30])[CH:11]=1)[CH3:28]. (2) The product is: [F:6][C:7]1[CH:12]=[CH:11][CH:10]=[CH:9][C:8]=1[CH2:13][C:14]([O:16][CH3:1])=[O:15]. Given the reactants [CH3:1][Si](Cl)(C)C.[F:6][C:7]1[CH:12]=[CH:11][CH:10]=[CH:9][C:8]=1[CH2:13][C:14]([OH:16])=[O:15], predict the reaction product. (3) Given the reactants [Cl:1][C:2]1[CH:10]=[CH:9][CH:8]=[CH:7][C:3]=1[C:4]([OH:6])=O.[Cl:11][C:12]1[CH:17]=[CH:16][C:15]([CH:18]([CH:21]2[CH2:26][CH2:25][O:24][CH2:23][CH2:22]2)[CH2:19][NH2:20])=[CH:14][CH:13]=1, predict the reaction product. The product is: [Cl:1][C:2]1[CH:10]=[CH:9][CH:8]=[CH:7][C:3]=1[C:4]([NH:20][CH2:19][CH:18]([C:15]1[CH:14]=[CH:13][C:12]([Cl:11])=[CH:17][CH:16]=1)[CH:21]1[CH2:22][CH2:23][O:24][CH2:25][CH2:26]1)=[O:6].